This data is from Catalyst prediction with 721,799 reactions and 888 catalyst types from USPTO. The task is: Predict which catalyst facilitates the given reaction. (1) Reactant: [CH3:1][O:2][C:3]1[CH:4]=[CH:5][C:6]([CH:10]2[CH2:19][CH2:18][C:17]3[C:12](=[CH:13][CH:14]=[C:15]([O:20][CH3:21])[CH:16]=3)[CH2:11]2)=[C:7]([NH2:9])[CH:8]=1.[OH:22][C:23]1[CH:24]=[C:25]([C:32](O)=[O:33])[C:26](=[CH:30][CH:31]=1)[C:27](O)=[O:28].O. Product: [OH:22][C:23]1[CH:24]=[C:25]2[C:26](=[CH:30][CH:31]=1)[C:27](=[O:28])[N:9]([C:7]1[CH:8]=[C:3]([O:2][CH3:1])[CH:4]=[CH:5][C:6]=1[CH:10]1[CH2:19][CH2:18][C:17]3[C:12](=[CH:13][CH:14]=[C:15]([O:20][CH3:21])[CH:16]=3)[CH2:11]1)[C:32]2=[O:33]. The catalyst class is: 15. (2) Reactant: C[O:2][C:3](=[O:31])[C:4]1[CH:9]=[CH:8][CH:7]=[CH:6][C:5]=1[NH:10][C:11](=[O:30])[CH2:12][O:13][C:14]1[CH:19]=[CH:18][C:17]([C:20]23[CH2:29][CH:24]4[CH2:25][CH:26]([CH2:28][CH:22]([CH2:23]4)[CH2:21]2)[CH2:27]3)=[CH:16][CH:15]=1.Cl.C(OCC)(=O)C. Product: [C:20]12([C:17]3[CH:18]=[CH:19][C:14]([O:13][CH2:12][C:11]([NH:10][C:5]4[CH:6]=[CH:7][CH:8]=[CH:9][C:4]=4[C:3]([OH:31])=[O:2])=[O:30])=[CH:15][CH:16]=3)[CH2:29][CH:24]3[CH2:23][CH:22]([CH2:28][CH:26]([CH2:25]3)[CH2:27]1)[CH2:21]2. The catalyst class is: 38. (3) Reactant: [CH2:1]([C@H:3]1[CH2:8][CH2:7][C@H:6]([O:9][C:10]2[CH:15]=[CH:14][C:13]([C:16]3[CH2:21][CH2:20][N:19](C(OC(C)(C)C)=O)[CH2:18][CH:17]=3)=[CH:12][CH:11]=2)[CH2:5][CH2:4]1)[CH3:2].C(O)(C(F)(F)F)=O. Product: [CH2:1]([C@H:3]1[CH2:8][CH2:7][C@H:6]([O:9][C:10]2[CH:11]=[CH:12][C:13]([C:16]3[CH2:21][CH2:20][NH:19][CH2:18][CH:17]=3)=[CH:14][CH:15]=2)[CH2:5][CH2:4]1)[CH3:2]. The catalyst class is: 2. (4) Reactant: [Br:1][C:2]1[CH:7]=[CH:6][CH:5]=[C:4]([N+:8]([O-:10])=[O:9])[C:3]=1Cl.[Cl:12][CH2:13][CH2:14][CH2:15][SH:16].[OH-].[K+]. Product: [Br:1][C:2]1[CH:7]=[CH:6][CH:5]=[C:4]([N+:8]([O-:10])=[O:9])[C:3]=1[S:16][CH2:15][CH2:14][CH2:13][Cl:12]. The catalyst class is: 1. (5) Reactant: [CH2:1](N1CCN2CCN(CC(C)C)P1N(CC(C)C)CC2)C(C)C.[O:24]=[C:25]1[CH2:30][CH2:29][CH:28]([C:31]([O:33][CH2:34][CH3:35])=[O:32])[CH2:27][CH2:26]1.[I-].C[S+](C)C.CCOCC. Product: [O:24]1[C:25]2([CH2:30][CH2:29][CH:28]([C:31]([O:33][CH2:34][CH3:35])=[O:32])[CH2:27][CH2:26]2)[CH2:1]1. The catalyst class is: 10. (6) Reactant: Cl[C:2]1[CH:3]=[C:4]([N:8]2[CH:13]=[CH:12][CH:11]=[CH:10][C:9]2=[O:14])[CH:5]=[CH:6][CH:7]=1.[B:15]1([B:15]2[O:19][C:18]([CH3:21])([CH3:20])[C:17]([CH3:23])([CH3:22])[O:16]2)[O:19][C:18]([CH3:21])([CH3:20])[C:17]([CH3:23])([CH3:22])[O:16]1.CC(C1C=C(C(C)C)C(C2C=CC=CC=2P(C2CCCCC2)C2CCCCC2)=C(C(C)C)C=1)C.CC([O-])=O.[K+]. Product: [CH3:22][C:17]1([CH3:23])[C:18]([CH3:21])([CH3:20])[O:19][B:15]([C:2]2[CH:3]=[C:4]([N:8]3[CH:13]=[CH:12][CH:11]=[CH:10][C:9]3=[O:14])[CH:5]=[CH:6][CH:7]=2)[O:16]1. The catalyst class is: 110.